This data is from Forward reaction prediction with 1.9M reactions from USPTO patents (1976-2016). The task is: Predict the product of the given reaction. (1) Given the reactants [O:1]=[C:2]1[C:11]2[C:6](=[CH:7][CH:8]=[CH:9][CH:10]=2)[CH:5]=[CH:4][N:3]1[C@@H:12]([CH2:16][CH3:17])[C:13]([OH:15])=O.C(C1C=CC=CC=1C(O)=O)=O.C([O:33][C:34](=[O:52])[CH2:35][C@H:36]([NH2:51])[CH:37]([OH:50])[CH2:38][O:39][C:40]1[C:45]([F:46])=[C:44]([F:47])[CH:43]=[C:42]([F:48])[C:41]=1[F:49])(C)(C)C, predict the reaction product. The product is: [O:1]=[C:2]1[C:11]2[C:6](=[CH:7][CH:8]=[CH:9][CH:10]=2)[CH:5]=[CH:4][N:3]1[C@@H:12]([CH2:16][CH3:17])[C:13]([NH:51][C@H:36]([C:37](=[O:50])[CH2:38][O:39][C:40]1[C:45]([F:46])=[C:44]([F:47])[CH:43]=[C:42]([F:48])[C:41]=1[F:49])[CH2:35][C:34]([OH:52])=[O:33])=[O:15]. (2) Given the reactants [Cl:1][C:2]1[CH:3]=[C:4]([NH:9][C:10]2[C:19]3[C:14](=[CH:15][C:16]([O:34][C@H:35]4[CH2:39][CH2:38][O:37][CH2:36]4)=[C:17]([NH:20][CH:21]4[CH2:26][CH2:25][N:24](C(OC(C)(C)C)=O)[CH2:23][CH2:22]4)[CH:18]=3)[N:13]=[CH:12][N:11]=2)[CH:5]=[CH:6][C:7]=1[F:8].Cl, predict the reaction product. The product is: [NH:24]1[CH2:23][CH2:22][CH:21]([NH:20][C:17]2[CH:18]=[C:19]3[C:14](=[CH:15][C:16]=2[O:34][C@H:35]2[CH2:39][CH2:38][O:37][CH2:36]2)[N:13]=[CH:12][N:11]=[C:10]3[NH:9][C:4]2[CH:5]=[CH:6][C:7]([F:8])=[C:2]([Cl:1])[CH:3]=2)[CH2:26][CH2:25]1. (3) Given the reactants FC(F)(F)S([N:6]1[C:10]2[CH:11]=[CH:12][C:13]([C:15]([N:17]3[CH2:22][CH2:21][CH2:20][C@@H:19]4[C:23]5[CH:24]=[C:25](OS(C(F)(F)F)(=O)=O)[CH:26]=[CH:27][C:28]=5[CH2:29][C@H:18]34)=[O:16])=[CH:14][C:9]=2[N:8]=[CH:7]1)(=O)=O.N1[C:44]2C=CC=C[C:43]=2NC=1, predict the reaction product. The product is: [NH:6]1[C:10]2[CH:11]=[CH:12][C:13]([C:15]([N:17]3[CH2:22][CH2:21][CH2:20][C@@H:19]4[C:23]5[CH:24]=[C:25]([C:43]#[CH:44])[CH:26]=[CH:27][C:28]=5[CH2:29][C@H:18]34)=[O:16])=[CH:14][C:9]=2[N:8]=[CH:7]1. (4) Given the reactants [Br:1][CH:2]([CH:16]1[CH2:18][CH2:17]1)[C:3]([C:5]1[C:14]2[C:9](=[C:10]([Cl:15])[CH:11]=[CH:12][CH:13]=2)[CH:8]=[CH:7][CH:6]=1)=O.[NH:19]1[CH2:23][CH2:22][NH:21][C:20]1=[S:24].CC(O)=O, predict the reaction product. The product is: [BrH:1].[Cl:15][C:10]1[CH:11]=[CH:12][CH:13]=[C:14]2[C:9]=1[CH:8]=[CH:7][CH:6]=[C:5]2[C:3]1[N:21]2[CH2:22][CH2:23][N:19]=[C:20]2[S:24][C:2]=1[CH:16]1[CH2:18][CH2:17]1.